This data is from Catalyst prediction with 721,799 reactions and 888 catalyst types from USPTO. The task is: Predict which catalyst facilitates the given reaction. (1) Reactant: Br[C:2]1[N:3]=[C:4]([C@@H:45]2[CH2:49][C@H:48]([CH2:50][O:51][CH3:52])[CH2:47][N:46]2[C:53](=[O:66])[C@H:54]([NH:61][C:62](=[O:65])[O:63][CH3:64])C2C=CC=CC=2)[NH:5][C:6]=1[C:7]1[CH:12]=[C:11]2[CH2:13][O:14][C:15]3[CH:44]=[C:43]4[C:18]([CH:19]=[CH:20][C:21]5[N:25]=[C:24]([C@@H:26]6[CH2:30][CH2:29][C@H:28]([CH3:31])[N:27]6[C:32](=[O:42])[C@@H:33]([NH:37][C:38]([O:40][CH3:41])=[O:39])[CH:34]([CH3:36])[CH3:35])[NH:23][C:22]=54)=[CH:17][C:16]=3[C:10]2=[CH:9][CH:8]=1.F[B-](F)(F)F.C1(P([CH:85]2[CH2:90][CH2:89][CH2:88][CH2:87][CH2:86]2)C2CCCCC2)CCCCC1.P([O-])([O-])([O-])=O.[K+].[K+].[K+].[C:99]1([CH3:105])C=CC=C[CH:100]=1. Product: [CH:105]1([C:2]2[N:3]=[C:4]([C@@H:45]3[CH2:49][C@H:48]([CH2:50][O:51][CH3:52])[CH2:47][N:46]3[C:53](=[O:66])[C@H:54]([NH:61][C:62](=[O:65])[O:63][CH3:64])[C:85]3[CH:86]=[CH:87][CH:88]=[CH:89][CH:90]=3)[NH:5][C:6]=2[C:7]2[CH:12]=[C:11]3[CH2:13][O:14][C:15]4[CH:44]=[C:43]5[C:18]([CH:19]=[CH:20][C:21]6[N:25]=[C:24]([C@@H:26]7[CH2:30][CH2:29][C@H:28]([CH3:31])[N:27]7[C:32](=[O:42])[C@@H:33]([NH:37][C:38]([O:40][CH3:41])=[O:39])[CH:34]([CH3:36])[CH3:35])[NH:23][C:22]=65)=[CH:17][C:16]=4[C:10]3=[CH:9][CH:8]=2)[CH2:99][CH2:100]1. The catalyst class is: 167. (2) Reactant: [F:1][C:2]1[N:7]=[C:6]([C:8]2[N:9]([CH2:13][C:14]3[N:19]=[N:18][C:17]([NH2:20])=[CH:16][C:15]=3[CH2:21][CH2:22][CH3:23])[CH:10]=[CH:11][N:12]=2)[CH:5]=[CH:4][CH:3]=1.Cl[CH2:25][C:26](=O)[CH3:27]. Product: [CH3:27][C:26]1[N:20]=[C:17]2[CH:16]=[C:15]([CH2:21][CH2:22][CH3:23])[C:14]([CH2:13][N:9]3[CH:10]=[CH:11][N:12]=[C:8]3[C:6]3[CH:5]=[CH:4][CH:3]=[C:2]([F:1])[N:7]=3)=[N:19][N:18]2[CH:25]=1. The catalyst class is: 3. (3) Reactant: [CH3:1][S:2][CH:3](SC)[CH:4]1[C:13](=O)[C:12]2[C:7](=[CH:8][CH:9]=[CH:10][CH:11]=2)[N:6]([S:15]([C:18]2[CH:23]=[CH:22][C:21]([Cl:24])=[CH:20][CH:19]=2)(=[O:17])=[O:16])[CH2:5]1.C(O)C.O.[NH2:31][NH2:32].O1CCCC1. Product: [Cl:24][C:21]1[CH:22]=[CH:23][C:18]([S:15]([N:6]2[C:7]3[CH:8]=[CH:9][CH:10]=[CH:11][C:12]=3[C:13]3[NH:31][N:32]=[C:3]([S:2][CH3:1])[C:4]=3[CH2:5]2)(=[O:17])=[O:16])=[CH:19][CH:20]=1. The catalyst class is: 6. (4) Reactant: [Br:1][C:2]1[CH:7]=[CH:6][C:5]([Cl:8])=[CH:4][C:3]=1[F:9].[S:10](=O)(=[O:13])([OH:12])[OH:11]. Product: [Br:1][C:2]1[C:3]([F:9])=[CH:4][C:5]([Cl:8])=[C:6]([S:10]([OH:13])(=[O:12])=[O:11])[CH:7]=1. The catalyst class is: 13. (5) Reactant: [F:1][C:2]1[CH:7]=[CH:6][CH:5]=[C:4]([F:8])[C:3]=1[N:9]1[C:14]2[N:15]=[C:16]([NH:34][CH:35]3[CH2:40][C:39]([CH3:42])([CH3:41])[NH:38][C:37]([CH3:44])([CH3:43])[CH2:36]3)[N:17]=[C:18]([C:19]3[CH:20]=[C:21]([NH:26][C:27]([C:29]4[CH:33]=[CH:32][S:31][CH:30]=4)=[O:28])[CH:22]=[CH:23][C:24]=3[CH3:25])[C:13]=2[CH:12]=[CH:11][C:10]1=[O:45].[ClH:46]. Product: [ClH:46].[F:8][C:4]1[CH:5]=[CH:6][CH:7]=[C:2]([F:1])[C:3]=1[N:9]1[C:14]2[N:15]=[C:16]([NH:34][CH:35]3[CH2:36][C:37]([CH3:43])([CH3:44])[NH:38][C:39]([CH3:42])([CH3:41])[CH2:40]3)[N:17]=[C:18]([C:19]3[CH:20]=[C:21]([NH:26][C:27]([C:29]4[CH:33]=[CH:32][S:31][CH:30]=4)=[O:28])[CH:22]=[CH:23][C:24]=3[CH3:25])[C:13]=2[CH:12]=[CH:11][C:10]1=[O:45]. The catalyst class is: 41. (6) Reactant: [Br:1]Br.[CH:3]1([C:9](=[O:17])[CH2:10][C:11]2[CH:16]=[CH:15][CH:14]=[CH:13][CH:12]=2)[CH2:8][CH2:7][CH2:6][CH2:5][CH2:4]1. Product: [Br:1][CH:10]([C:11]1[CH:12]=[CH:13][CH:14]=[CH:15][CH:16]=1)[C:9]([CH:3]1[CH2:8][CH2:7][CH2:6][CH2:5][CH2:4]1)=[O:17]. The catalyst class is: 38. (7) Reactant: [Cl:1][C:2]1[CH:3]=[CH:4][C:5]([CH3:11])=[C:6]([N:8]=[C:9]=[S:10])[CH:7]=1.Cl.[CH3:13][NH:14][O:15][CH2:16][C:17]([OH:19])=O.[CH2:20](N(CC)CC)C. Product: [Cl:1][C:2]1[CH:3]=[CH:4][C:5]([CH3:11])=[C:6]([N:8]2[C:17](=[O:19])[CH2:16][O:15][N:14]([CH2:13][CH3:20])[C:9]2=[S:10])[CH:7]=1. The catalyst class is: 22. (8) Reactant: [CH2:1]([O:3][NH:4][C:5](=[O:17])[C:6]1[CH:11]=[C:10]([N+:12]([O-])=O)[CH:9]=[C:8]([O:15][CH3:16])[CH:7]=1)[CH3:2].[H][H]. Product: [NH2:12][C:10]1[CH:11]=[C:6]([CH:7]=[C:8]([O:15][CH3:16])[CH:9]=1)[C:5]([NH:4][O:3][CH2:1][CH3:2])=[O:17]. The catalyst class is: 19. (9) Reactant: [C:1]([C:5]1[O:9][N:8]=[C:7]([NH:10][C:11]([NH:13][C:14]2[CH:19]=[CH:18][CH:17]=[C:16]([OH:20])[CH:15]=2)=[O:12])[CH:6]=1)([CH3:4])([CH3:3])[CH3:2].Cl[C:22]1[C:31]2[C:26](=[CH:27][C:28]([O:35][CH2:36][CH3:37])=[C:29]([O:32][CH2:33][CH3:34])[CH:30]=2)[N:25]=[CH:24][N:23]=1.C([O-])([O-])=O.[Cs+].[Cs+]. Product: [C:1]([C:5]1[O:9][N:8]=[C:7]([NH:10][C:11]([NH:13][C:14]2[CH:19]=[CH:18][CH:17]=[C:16]([O:20][C:22]3[C:31]4[C:26](=[CH:27][C:28]([O:35][CH2:36][CH3:37])=[C:29]([O:32][CH2:33][CH3:34])[CH:30]=4)[N:25]=[CH:24][N:23]=3)[CH:15]=2)=[O:12])[CH:6]=1)([CH3:4])([CH3:2])[CH3:3]. The catalyst class is: 32.